From a dataset of Full USPTO retrosynthesis dataset with 1.9M reactions from patents (1976-2016). Predict the reactants needed to synthesize the given product. (1) Given the product [CH3:1][C:2]1[CH:3]=[CH:4][C:5]([C:8]2[CH:9]=[C:10]([CH:15]=[C:16]([O:18][C:19]3[S:20][CH:21]=[CH:22][N:23]=3)[CH:17]=2)[C:11]([OH:13])=[O:12])=[N:6][CH:7]=1, predict the reactants needed to synthesize it. The reactants are: [CH3:1][C:2]1[CH:3]=[CH:4][C:5]([C:8]2[CH:9]=[C:10]([CH:15]=[C:16]([O:18][C:19]3[S:20][CH:21]=[CH:22][N:23]=3)[CH:17]=2)[C:11]([O:13]C)=[O:12])=[N:6][CH:7]=1.[OH-].[Li+].Cl. (2) Given the product [F:26][C:2]([F:1])([F:25])[C:3]1[CH:4]=[CH:5][C:6]([S:9]([N:12]2[CH2:17][CH2:16][NH:15][CH2:14][CH2:13]2)(=[O:10])=[O:11])=[CH:7][CH:8]=1, predict the reactants needed to synthesize it. The reactants are: [F:1][C:2]([F:26])([F:25])[C:3]1[CH:8]=[CH:7][C:6]([S:9]([N:12]2[CH2:17][CH2:16][N:15](C(OC(C)(C)C)=O)[CH2:14][CH2:13]2)(=[O:11])=[O:10])=[CH:5][CH:4]=1.Cl. (3) Given the product [C:41]([C:40]1[CH:43]=[C:44]([C:47]2[O:51][N:50]=[C:49]([C:52]3[CH:62]=[CH:61][C:55]4[CH2:56][CH2:57][N:58]([C:10](=[O:12])[CH2:9][NH:8][C:6](=[O:7])[O:5][C:2]([CH3:1])([CH3:3])[CH3:4])[CH2:59][CH2:60][C:54]=4[CH:53]=3)[N:48]=2)[CH:45]=[CH:46][C:39]=1[NH:38][CH:36]([CH3:37])[CH3:35])#[N:42], predict the reactants needed to synthesize it. The reactants are: [CH3:1][C:2]([O:5][C:6]([NH:8][CH2:9][C:10]([OH:12])=O)=[O:7])([CH3:4])[CH3:3].C1C=CC2N(O)N=NC=2C=1.C(Cl)CCl.C(N1CCOCC1)C.[CH3:35][CH:36]([NH:38][C:39]1[CH:46]=[CH:45][C:44]([C:47]2[O:51][N:50]=[C:49]([C:52]3[CH:62]=[CH:61][C:55]4[CH2:56][CH2:57][NH:58][CH2:59][CH2:60][C:54]=4[CH:53]=3)[N:48]=2)=[CH:43][C:40]=1[C:41]#[N:42])[CH3:37]. (4) Given the product [CH3:8][C:9]1[CH:14]=[CH:13][C:12]([C:2]2[CH:3]=[N:4][CH:5]=[N:6][CH:7]=2)=[CH:11][C:10]=1[N+:18]([O-:20])=[O:19], predict the reactants needed to synthesize it. The reactants are: Br[C:2]1[CH:3]=[N:4][CH:5]=[N:6][CH:7]=1.[CH3:8][C:9]1[CH:14]=[CH:13][C:12](B(O)O)=[CH:11][C:10]=1[N+:18]([O-:20])=[O:19].C(=O)([O-])[O-].[Na+].[Na+]. (5) The reactants are: [CH3:1][CH:2]([C:4]1[CH:5]=[C:6]([O:10][C:11]2[N:16]=[CH:15][C:14]([NH2:17])=[CH:13][N:12]=2)[CH:7]=[CH:8][CH:9]=1)[CH3:3].[CH3:18][C:19]([O:22][C:23]([NH:25][C@@H:26]([C:28](O)=[O:29])[CH3:27])=[O:24])([CH3:21])[CH3:20].CN(C(ON1N=NC2C=CC=CC1=2)=[N+](C)C)C.F[P-](F)(F)(F)(F)F.CCN(C(C)C)C(C)C. Given the product [CH3:27][C@@H:26]([NH:25][C:23](=[O:24])[O:22][C:19]([CH3:21])([CH3:20])[CH3:18])[C:28]([NH:17][C:14]1[CH:13]=[N:12][C:11]([O:10][C:6]2[CH:7]=[CH:8][CH:9]=[C:4]([CH:2]([CH3:1])[CH3:3])[CH:5]=2)=[N:16][CH:15]=1)=[O:29], predict the reactants needed to synthesize it.